This data is from Catalyst prediction with 721,799 reactions and 888 catalyst types from USPTO. The task is: Predict which catalyst facilitates the given reaction. (1) Reactant: [O:1]1[CH2:6][CH2:5][CH:4]([N:7]2[C:11]3[CH:12]=[CH:13][CH:14]=[CH:15][C:10]=3[N:9]=[C:8]2[C@@H:16]([NH2:18])[CH3:17])[CH2:3][CH2:2]1.Cl[C:20]1[N:28]=[CH:27][N:26]=[C:25]2[C:21]=1[N:22]=[CH:23][N:24]2C1CCCCO1.CCN(C(C)C)C(C)C. Product: [O:1]1[CH2:2][CH2:3][CH:4]([N:7]2[C:11]3[CH:12]=[CH:13][CH:14]=[CH:15][C:10]=3[N:9]=[C:8]2[C@@H:16]([NH:18][C:20]2[N:28]=[CH:27][N:26]=[C:25]3[C:21]=2[N:22]=[CH:23][NH:24]3)[CH3:17])[CH2:5][CH2:6]1. The catalyst class is: 51. (2) Reactant: C[O:2][C:3]([C:5]1[NH:6][CH:7]=[C:8]([CH:10]([CH3:12])[CH3:11])[CH:9]=1)=[O:4].[OH-].[Na+]. Product: [CH:10]([C:8]1[CH:9]=[C:5]([C:3]([OH:4])=[O:2])[NH:6][CH:7]=1)([CH3:12])[CH3:11]. The catalyst class is: 38.